Dataset: Catalyst prediction with 721,799 reactions and 888 catalyst types from USPTO. Task: Predict which catalyst facilitates the given reaction. Reactant: FC(F)(F)C([O-])=O.[Br:8][C:9]1[CH:30]=[CH:29][C:12]([CH2:13][C:14]2[CH:15]=[N:16][C:17]3[N:18]([N:20]=[CH:21][C:22]=3[C:23]([NH:25][CH2:26][CH2:27][NH3+:28])=[O:24])[CH:19]=2)=[CH:11][CH:10]=1.[NH:31]1[CH:35]=[CH:34][CH:33]=[C:32]1[C:36](O)=[O:37].CN(C(ON1N=NC2C=CC=CC1=2)=[N+](C)C)C.[B-](F)(F)(F)F.C(N(CC)CC)C. Product: [Br:8][C:9]1[CH:10]=[CH:11][C:12]([CH2:13][C:14]2[CH:15]=[N:16][C:17]3[N:18]([N:20]=[CH:21][C:22]=3[C:23]([NH:25][CH2:26][CH2:27][NH:28][C:36]([C:32]3[NH:31][CH:35]=[CH:34][CH:33]=3)=[O:37])=[O:24])[CH:19]=2)=[CH:29][CH:30]=1. The catalyst class is: 3.